From a dataset of Full USPTO retrosynthesis dataset with 1.9M reactions from patents (1976-2016). Predict the reactants needed to synthesize the given product. (1) Given the product [C:1]([O:5][C:6]([NH:7][C@@H:8]([CH3:11])[C@@H:9]([OH:10])[C:14]([F:21])([F:20])[C:15]([O:17][CH2:18][CH3:19])=[O:16])=[O:12])([CH3:4])([CH3:2])[CH3:3], predict the reactants needed to synthesize it. The reactants are: [C:1]([O:5][C:6](=[O:12])[NH:7][C@@H:8]([CH3:11])[CH:9]=[O:10])([CH3:4])([CH3:3])[CH3:2].Br[C:14]([F:21])([F:20])[C:15]([O:17][CH2:18][CH3:19])=[O:16].Cl. (2) Given the product [C:1]([O:5][C:6]([N:8]1[CH2:13][CH2:12][CH:11]([N:14]([CH2:40][C:35]2[C:34]([C:31]([C:28]3[CH:27]=[CH:26][C:25]([Cl:24])=[CH:30][CH:29]=3)([CH3:33])[CH3:32])=[CH:39][CH:38]=[CH:37][N:36]=2)[CH2:15][C:16]2[C:21]([CH3:22])=[CH:20][C:19]([CH3:23])=[CH:18][N:17]=2)[CH2:10][CH2:9]1)=[O:7])([CH3:4])([CH3:3])[CH3:2], predict the reactants needed to synthesize it. The reactants are: [C:1]([O:5][C:6]([N:8]1[CH2:13][CH2:12][CH:11]([NH:14][CH2:15][C:16]2[C:21]([CH3:22])=[CH:20][C:19]([CH3:23])=[CH:18][N:17]=2)[CH2:10][CH2:9]1)=[O:7])([CH3:4])([CH3:3])[CH3:2].[Cl:24][C:25]1[CH:30]=[CH:29][C:28]([C:31]([C:34]2[C:35]([CH:40]=O)=[N:36][CH:37]=[CH:38][CH:39]=2)([CH3:33])[CH3:32])=[CH:27][CH:26]=1.[BH-](OC(C)=O)(OC(C)=O)OC(C)=O.[Na+]. (3) Given the product [Cl:1][C:2]1[CH:3]=[C:4]([C:12]2[O:16][N:15]=[C:14]([C:17]3[CH:18]=[C:19]4[C:23](=[CH:24][C:25]=3[CH3:26])[N:22]([CH2:27][CH2:28][CH2:29][C:30]([OH:32])=[O:31])[N:21]=[CH:20]4)[N:13]=2)[CH:5]=[N:6][C:7]=1[O:8][CH:9]([CH3:10])[CH3:11], predict the reactants needed to synthesize it. The reactants are: [Cl:1][C:2]1[CH:3]=[C:4]([C:12]2[O:16][N:15]=[C:14]([C:17]3[CH:18]=[C:19]4[C:23](=[CH:24][C:25]=3[CH3:26])[N:22]([CH2:27][CH2:28][CH2:29][C:30]([O:32]CC)=[O:31])[N:21]=[CH:20]4)[N:13]=2)[CH:5]=[N:6][C:7]=1[O:8][CH:9]([CH3:11])[CH3:10].[OH-].[Na+].CO.Cl. (4) The reactants are: [C:1]([C:4]1[CH:9]=[C:8](Br)[N:7]=[C:6]2[CH:11]=[C:12]([C:14]3[CH:19]=[CH:18][N:17]=[C:16]([NH:20][C:21](=[O:23])[CH3:22])[CH:15]=3)[NH:13][C:5]=12)(=[O:3])[CH3:2].[H][H]. Given the product [OH:3][CH:1]([C:4]1[CH:9]=[CH:8][N:7]=[C:6]2[CH:11]=[C:12]([C:14]3[CH:19]=[CH:18][N:17]=[C:16]([NH:20][C:21](=[O:23])[CH3:22])[CH:15]=3)[NH:13][C:5]=12)[CH3:2], predict the reactants needed to synthesize it. (5) Given the product [Cl:8][C:6]1[N:5]=[CH:4][N:3]=[C:2]([NH:9][C:10]2[CH:15]=[CH:14][CH:13]=[C:12]([C:16]([F:17])([F:18])[F:19])[CH:11]=2)[CH:7]=1, predict the reactants needed to synthesize it. The reactants are: Cl[C:2]1[CH:7]=[C:6]([Cl:8])[N:5]=[CH:4][N:3]=1.[NH2:9][C:10]1[CH:11]=[C:12]([C:16]([F:19])([F:18])[F:17])[CH:13]=[CH:14][CH:15]=1.CC(C)=O. (6) Given the product [CH3:24][C:22]1[C:21]2[C:16](=[CH:17][C:18]([C:25]#[C:26][CH2:27][C:28]3[CH:33]=[CH:32][CH:31]=[CH:30][CH:29]=3)=[CH:19][CH:20]=2)[C:15](=[O:34])[N:14]([CH2:13][C:10]2[CH:9]=[CH:8][C:7]([C:6]([OH:35])=[O:5])=[CH:12][CH:11]=2)[CH:23]=1, predict the reactants needed to synthesize it. The reactants are: C([O:5][C:6](=[O:35])[C:7]1[CH:12]=[CH:11][C:10]([CH2:13][N:14]2[CH:23]=[C:22]([CH3:24])[C:21]3[C:16](=[CH:17][C:18]([C:25]#[C:26][CH2:27][C:28]4[CH:33]=[CH:32][CH:31]=[CH:30][CH:29]=4)=[CH:19][CH:20]=3)[C:15]2=[O:34])=[CH:9][CH:8]=1)(C)(C)C.